Predict the reactants needed to synthesize the given product. From a dataset of Full USPTO retrosynthesis dataset with 1.9M reactions from patents (1976-2016). (1) Given the product [NH:8]1[CH:12]=[CH:11][N:10]=[C:9]1[NH:13][C:14]([C:16]1[CH:17]=[CH:18][C:19]([C:26]2[C:31]([Cl:32])=[C:30]([O:33][CH3:34])[CH:29]=[C:28]([O:35][CH3:36])[C:27]=2[Cl:37])=[C:20]2[C:25]=1[N:24]=[CH:23][CH:22]=[CH:21]2)=[O:15], predict the reactants needed to synthesize it. The reactants are: C([N:8]1[CH:12]=[CH:11][N:10]=[C:9]1[NH:13][C:14]([C:16]1[CH:17]=[CH:18][C:19]([C:26]2[C:31]([Cl:32])=[C:30]([O:33][CH3:34])[CH:29]=[C:28]([O:35][CH3:36])[C:27]=2[Cl:37])=[C:20]2[C:25]=1[N:24]=[CH:23][CH:22]=[CH:21]2)=[O:15])C1C=CC=CC=1. (2) Given the product [Cl:6][C:7]1[CH:8]=[C:9]([CH:22]=[CH:23][C:24]=1[Cl:25])[CH2:10][NH:11][C:12]([NH:14][C:15]1[S:16][CH:17]=[C:18]([CH2:20][S:32]([C:31]2[C:27]([CH3:26])=[N:28][O:29][C:30]=2[CH3:35])(=[O:34])=[O:33])[N:19]=1)=[O:13], predict the reactants needed to synthesize it. The reactants are: CN(C=O)C.[Cl:6][C:7]1[CH:8]=[C:9]([CH:22]=[CH:23][C:24]=1[Cl:25])[CH2:10][NH:11][C:12]([NH:14][C:15]1[S:16][CH:17]=[C:18]([CH2:20]I)[N:19]=1)=[O:13].[CH3:26][C:27]1[C:31]([S:32]([O-:34])=[O:33])=[C:30]([CH3:35])[O:29][N:28]=1.[Na+]. (3) Given the product [CH2:33]([O:32][C:27]1[C:26]([C:23]2[CH:24]=[CH:25][C:20]3[N:21]([C:40]([C:41]4[CH:46]=[CH:45][CH:44]=[CH:43][CH:42]=4)=[C:18]([C:15]4[CH:16]=[CH:17][C:12]([C:8]5([NH2:7])[CH2:9][CH2:10][CH2:11]5)=[CH:13][CH:14]=4)[N:19]=3)[CH:22]=2)=[CH:31][CH:30]=[CH:29][N:28]=1)[C:34]1[CH:35]=[CH:36][CH:37]=[CH:38][CH:39]=1, predict the reactants needed to synthesize it. The reactants are: C(OC(=O)[NH:7][C:8]1([C:12]2[CH:17]=[CH:16][C:15]([C:18]3[N:19]=[C:20]4[CH:25]=[CH:24][C:23]([C:26]5[C:27]([O:32][CH2:33][C:34]6[CH:39]=[CH:38][CH:37]=[CH:36][CH:35]=6)=[N:28][CH:29]=[CH:30][CH:31]=5)=[CH:22][N:21]4[C:40]=3[C:41]3[CH:46]=[CH:45][CH:44]=[CH:43][CH:42]=3)=[CH:14][CH:13]=2)[CH2:11][CH2:10][CH2:9]1)(C)(C)C.Cl. (4) Given the product [N:26]1[CH:27]=[CH:28][C:23]([CH2:22][CH2:21][C:17]2[CH:16]=[C:15]([CH:20]=[CH:19][CH:18]=2)[CH2:14][C@H:10]2[O:11][CH2:12][CH2:13][NH:8][CH2:9]2)=[CH:24][CH:25]=1, predict the reactants needed to synthesize it. The reactants are: C([N:8]1[CH2:13][CH2:12][O:11][C@H:10]([CH2:14][C:15]2[CH:20]=[CH:19][CH:18]=[C:17]([CH:21]=[CH:22][C:23]3[CH:28]=[CH:27][N:26]=[CH:25][CH:24]=3)[CH:16]=2)[CH2:9]1)(OC(C)(C)C)=O. (5) The reactants are: [CH3:1][C:2]1[CH:3]=[C:4]([C:7]2[CH2:12][CH2:11][N:10](C(OC(C)(C)C)=O)[CH2:9][CH:8]=2)[S:5][CH:6]=1.C(=O)(O)[O-].[Na+]. Given the product [CH3:1][C:2]1[CH:3]=[C:4]([C:7]2[CH2:12][CH2:11][NH:10][CH2:9][CH:8]=2)[S:5][CH:6]=1, predict the reactants needed to synthesize it. (6) Given the product [ClH:27].[F:21][C:15]1[CH:16]=[CH:17][CH:18]=[C:19]([F:20])[C:14]=1[N:7]1[C:8]2[CH:13]=[CH:12][CH:11]=[CH:10][C:9]=2[N:5]([CH2:4][CH2:3][CH2:2][NH:26][CH2:24][CH3:25])[S:6]1(=[O:23])=[O:22], predict the reactants needed to synthesize it. The reactants are: Br[CH2:2][CH2:3][CH2:4][N:5]1[C:9]2[CH:10]=[CH:11][CH:12]=[CH:13][C:8]=2[N:7]([C:14]2[C:19]([F:20])=[CH:18][CH:17]=[CH:16][C:15]=2[F:21])[S:6]1(=[O:23])=[O:22].[CH2:24]([NH2:26])[CH3:25].[ClH:27]. (7) Given the product [CH2:12]([O:11][C:8]1[CH:9]=[CH:10][C:5]([C:3]2[N:14]=[C:15]3[CH:20]=[CH:19][C:18]([I:21])=[CH:17][N:16]3[CH:2]=2)=[CH:6][CH:7]=1)[CH3:13], predict the reactants needed to synthesize it. The reactants are: Br[CH2:2][C:3]([C:5]1[CH:10]=[CH:9][C:8]([O:11][CH2:12][CH3:13])=[CH:7][CH:6]=1)=O.[NH2:14][C:15]1[CH:20]=[CH:19][C:18]([I:21])=[CH:17][N:16]=1.